The task is: Predict the reactants needed to synthesize the given product.. This data is from Full USPTO retrosynthesis dataset with 1.9M reactions from patents (1976-2016). (1) Given the product [C:11]([O:15][C:16](=[O:26])[NH:17][C@@H:18]1[CH2:23][CH2:22][C@@H:21]([CH:24]=[O:25])[O:20][CH2:19]1)([CH3:14])([CH3:12])[CH3:13], predict the reactants needed to synthesize it. The reactants are: C(Cl)(=O)C(Cl)=O.CS(C)=O.[C:11]([O:15][C:16](=[O:26])[NH:17][C@@H:18]1[CH2:23][CH2:22][C@@H:21]([CH2:24][OH:25])[O:20][CH2:19]1)([CH3:14])([CH3:13])[CH3:12].C(=O)(O)[O-].[Na+]. (2) Given the product [CH:10]([N:13]([CH2:17][C:18]1[CH:19]=[CH:20][C:21]([C:24]2[N:26]=[C:7]([C:4]3[CH:3]=[C:2]([CH3:1])[NH:6][N:5]=3)[O:9][N:25]=2)=[CH:22][CH:23]=1)[CH:14]([CH3:16])[CH3:15])([CH3:11])[CH3:12], predict the reactants needed to synthesize it. The reactants are: [CH3:1][C:2]1[NH:6][N:5]=[C:4]([C:7]([OH:9])=O)[CH:3]=1.[CH:10]([N:13]([CH2:17][C:18]1[CH:23]=[CH:22][C:21]([C:24](=[N:26]O)[NH2:25])=[CH:20][CH:19]=1)[CH:14]([CH3:16])[CH3:15])([CH3:12])[CH3:11]. (3) The reactants are: [F:1][C:2]1[CH:7]=[CH:6][C:5]([C:8]2([C:14](O)=O)[CH2:13][CH2:12][O:11][CH2:10][CH2:9]2)=[CH:4][CH:3]=1.[CH3:17]N(C=O)C.C(Cl)(=O)C(Cl)=O.[NH2:28][C:29]1[CH:37]=[CH:36][CH:35]=[CH:34][C:30]=1[C:31](=[S:33])[NH2:32]. Given the product [F:1][C:2]1[CH:7]=[CH:6][C:5]([C:8]2([C:14]3[N:32]=[C:31]([S:33][CH3:17])[C:30]4[C:29](=[CH:37][CH:36]=[CH:35][CH:34]=4)[N:28]=3)[CH2:13][CH2:12][O:11][CH2:10][CH2:9]2)=[CH:4][CH:3]=1, predict the reactants needed to synthesize it. (4) Given the product [CH2:1]([N:3]1[C:7]2[N:8]=[C:9]([C:18]3[CH:19]=[CH:20][C:21]([NH:24][C:25]([NH:27][C:28]4[CH:36]=[CH:35][C:31]([C:32]([NH:40][CH2:39][CH2:37][OH:38])=[O:34])=[CH:30][CH:29]=4)=[O:26])=[CH:22][CH:23]=3)[N:10]=[C:11]([N:12]3[CH2:17][CH2:16][O:15][CH2:14][CH2:13]3)[C:6]=2[N:5]=[N:4]1)[CH3:2], predict the reactants needed to synthesize it. The reactants are: [CH2:1]([N:3]1[C:7]2[N:8]=[C:9]([C:18]3[CH:23]=[CH:22][C:21]([NH:24][C:25]([NH:27][C:28]4[CH:36]=[CH:35][C:31]([C:32]([OH:34])=O)=[CH:30][CH:29]=4)=[O:26])=[CH:20][CH:19]=3)[N:10]=[C:11]([N:12]3[CH2:17][CH2:16][O:15][CH2:14][CH2:13]3)[C:6]=2[N:5]=[N:4]1)[CH3:2].[CH2:37]([CH2:39][NH2:40])[OH:38].CCN(CC)CC.C1C=CC2N(O)N=NC=2C=1.CCN=C=NCCCN(C)C. (5) Given the product [CH2:25]([N:27]([CH2:38][CH3:39])[C:28](=[O:37])[C:29]1[CH:34]=[CH:33][CH:32]=[CH:31][C:30]=1[CH2:35][N:49]1[C:50]([I:52])=[CH:51][N:47]=[CH:48]1)[CH3:26], predict the reactants needed to synthesize it. The reactants are: FC(F)(F)S(OS(C(F)(F)F)(=O)=O)(=O)=O.C(N(C(C)C)CC)(C)C.[CH2:25]([N:27]([CH2:38][CH3:39])[C:28](=[O:37])[C:29]1[CH:34]=[CH:33][CH:32]=[CH:31][C:30]=1[CH2:35]O)[CH3:26].C(OC([N:47]1[CH:51]=[C:50]([I:52])[N:49]=[CH:48]1)=O)(C)(C)C.C(=O)(O)[O-].[Na+]. (6) Given the product [CH2:21]([C:2]1[C:7]2[N:8]=[CH:9][C:10]3[N:11]([CH2:12][N:13]([O:15][CH3:16])[CH:14]=3)[C:6]=2[N:5]([CH2:17][CH2:18][CH3:19])[CH2:4][C:3]=1[CH3:20])[CH3:22], predict the reactants needed to synthesize it. The reactants are: Cl[C:2]1[C:7]2[N:8]=[CH:9][C:10]3[N:11]([CH2:12][N:13]([O:15][CH3:16])[CH:14]=3)[C:6]=2[N:5]([CH2:17][CH2:18][CH3:19])[CH2:4][C:3]=1[CH3:20].[CH2:21]([Mg]Br)[CH3:22]. (7) The reactants are: C[O:2][C:3](=O)[C:4]([CH3:29])([CH3:28])/[CH:5]=[CH:6]/[C:7]1[CH:16]=[C:15]2[C:10]([CH:11]=[CH:12][C:13]([C@H:17]([N:19]([C:21]([O:23][C:24]([CH3:27])([CH3:26])[CH3:25])=[O:22])[CH3:20])[CH3:18])=[N:14]2)=[CH:9][CH:8]=1.O.[OH-].[Li+].CC1C=CC=C([N+]([O-])=O)C=1C(OC(=O)C1C([N+]([O-])=O)=CC=CC=1C)=O.C(N(CC)CC)C.[Cl:66][C:67]([Cl:91])([Cl:90])[CH2:68][O:69][C:70]([C@@H:72]1[CH2:77][CH2:76][CH2:75][N:74]([C:78](=[O:89])[C@@H:79]([NH:81][C:82](=[O:88])[C@@H:83]([OH:87])[CH:84]([CH3:86])[CH3:85])[CH3:80])[NH:73]1)=[O:71]. Given the product [Cl:91][C:67]([Cl:90])([Cl:66])[CH2:68][O:69][C:70]([C@@H:72]1[CH2:77][CH2:76][CH2:75][N:74]([C:78](=[O:89])[C@@H:79]([NH:81][C:82](=[O:88])[C@@H:83]([O:87][C:3](=[O:2])[C:4]([CH3:29])([CH3:28])/[CH:5]=[CH:6]/[C:7]2[CH:16]=[C:15]3[C:10]([CH:11]=[CH:12][C:13]([C@H:17]([N:19]([C:21]([O:23][C:24]([CH3:27])([CH3:26])[CH3:25])=[O:22])[CH3:20])[CH3:18])=[N:14]3)=[CH:9][CH:8]=2)[CH:84]([CH3:86])[CH3:85])[CH3:80])[NH:73]1)=[O:71], predict the reactants needed to synthesize it. (8) The reactants are: N#N.[OH:3][CH:4]([C:6]1[O:7][C:8]([CH2:11][N:12]2[N:16]=[C:15]([NH:17][C:18]([C:20]3[N:21]=[CH:22][O:23][C:24]=3[C:25]3[CH:30]=[CH:29][CH:28]=[CH:27][CH:26]=3)=[O:19])[CH:14]=[N:13]2)=[CH:9][N:10]=1)[CH3:5]. Given the product [C:4]([C:6]1[O:7][C:8]([CH2:11][N:12]2[N:16]=[C:15]([NH:17][C:18]([C:20]3[N:21]=[CH:22][O:23][C:24]=3[C:25]3[CH:30]=[CH:29][CH:28]=[CH:27][CH:26]=3)=[O:19])[CH:14]=[N:13]2)=[CH:9][N:10]=1)(=[O:3])[CH3:5], predict the reactants needed to synthesize it.